From a dataset of Reaction yield outcomes from USPTO patents with 853,638 reactions. Predict the reaction yield, written as a fraction of the theoretical maximum amount of product (1.0 means a 100% yield; for example, 0.34 means a 34% yield). (1) The catalyst is C(O)=O. The reactants are NOS(O)(=O)=O.[C:7]1(=[O:15])[CH2:14][CH2:13][CH2:12][CH2:11][CH2:10][CH2:9][CH2:8]1.[Cl-].[NH4+:17].O. The product is [C:7]1(=[O:15])[CH2:8][CH2:9][CH2:10][CH2:11][CH2:12][CH2:13][CH2:14][NH:17]1. The yield is 0.650. (2) The reactants are [Br:1][C:2]1[C:3]([OH:16])=[C:4]2[C:9](=[CH:10][CH:11]=1)[N:8]([C:12](=[O:14])[CH3:13])[C@@H:7]([CH3:15])[CH2:6][CH2:5]2.[C:17]([C:20]1[CH:25]=[CH:24][C:23](B(O)O)=[CH:22][CH:21]=1)(=[O:19])[NH2:18].N1C=CC=CC=1. The catalyst is C([O-])(=O)C.[Cu+2].C([O-])(=O)C.ClCCl. The product is [C:12]([N:8]1[C:9]2[C:4](=[C:3]([O:16][C:23]3[CH:24]=[CH:25][C:20]([C:17]([NH2:18])=[O:19])=[CH:21][CH:22]=3)[C:2]([Br:1])=[CH:11][CH:10]=2)[CH2:5][CH2:6][C@@H:7]1[CH3:15])(=[O:14])[CH3:13]. The yield is 0.350. (3) The reactants are [C:1]1(=[O:14])[C:6]2[CH:7]=[C:8]3[N:13]([C:5]=2[CH:4]=[N:3][NH:2]1)[CH2:12][CH2:11][CH2:10][CH2:9]3.Br[C:16]1[N:23]=[CH:22][CH:21]=[C:20]([Cl:24])[C:17]=1[CH:18]=[O:19].C(=O)([O-])[O-].[K+].[K+].COC1C2C(=C3C(=CC=2)C(OC)=CC=N3)N=CC=1. The catalyst is [Cu]I.O1CCOCC1. The product is [Cl:24][C:20]1[C:17]([CH:18]=[O:19])=[C:16]([N:2]2[C:1](=[O:14])[C:6]3[CH:7]=[C:8]4[N:13]([C:5]=3[CH:4]=[N:3]2)[CH2:12][CH2:11][CH2:10][CH2:9]4)[N:23]=[CH:22][CH:21]=1. The yield is 0.370. (4) The reactants are [CH:1]1([N:6]2[CH2:11][CH2:10][N:9]([C:12]([C:14]3[CH:15]=[C:16]4[C:20](=[CH:21][CH:22]=3)[NH:19][C:18]([C:23]([N:25]3[CH2:30][CH2:29][C:28]([F:32])([F:31])[CH2:27][CH2:26]3)=[O:24])=[CH:17]4)=[O:13])[CH2:8][CH2:7]2)[CH2:5][CH2:4][CH2:3][CH2:2]1.[F:33][C:34]1[CH:35]=[C:36](B(O)O)[CH:37]=[CH:38][CH:39]=1.N1C=CC=CC=1. The catalyst is ClCCl.C([O-])(=O)C.[Cu+2].C([O-])(=O)C. The product is [CH:1]1([N:6]2[CH2:7][CH2:8][N:9]([C:12]([C:14]3[CH:15]=[C:16]4[C:20](=[CH:21][CH:22]=3)[N:19]([C:38]3[CH:37]=[CH:36][CH:35]=[C:34]([F:33])[CH:39]=3)[C:18]([C:23]([N:25]3[CH2:26][CH2:27][C:28]([F:31])([F:32])[CH2:29][CH2:30]3)=[O:24])=[CH:17]4)=[O:13])[CH2:10][CH2:11]2)[CH2:5][CH2:4][CH2:3][CH2:2]1. The yield is 0.780.